From a dataset of Reaction yield outcomes from USPTO patents with 853,638 reactions. Predict the reaction yield, written as a fraction of the theoretical maximum amount of product (1.0 means a 100% yield; for example, 0.34 means a 34% yield). (1) The reactants are [CH3:1][C:2]1[N:7]([C:8]2[CH:13]=[CH:12][CH:11]=[C:10]([C:14]([F:17])([F:16])[F:15])[CH:9]=2)[C:6](=[O:18])[C:5]([C:19]([OH:21])=O)=[CH:4][CH:3]=1.CN(C(ON1N=NC2C=CC=NC1=2)=[N+](C)C)C.F[P-](F)(F)(F)(F)F.C1C=NC2N(O)N=NC=2C=1.CCN(C(C)C)C(C)C.Cl.[CH3:66][S:67]([C:70]1[CH:77]=[CH:76][C:73]([CH2:74][NH2:75])=[CH:72][CH:71]=1)(=[O:69])=[O:68].C(O)(=O)CC(CC(O)=O)(C(O)=O)O. The catalyst is CN1C(=O)CCC1.O. The product is [CH3:1][C:2]1[N:7]([C:8]2[CH:13]=[CH:12][CH:11]=[C:10]([C:14]([F:16])([F:17])[F:15])[CH:9]=2)[C:6](=[O:18])[C:5]([C:19]([NH:75][CH2:74][C:73]2[CH:72]=[CH:71][C:70]([S:67]([CH3:66])(=[O:69])=[O:68])=[CH:77][CH:76]=2)=[O:21])=[CH:4][CH:3]=1. The yield is 0.700. (2) The reactants are [Cl:1][C:2]1[CH:3]=[C:4]([CH:8]([C:16]2([OH:22])[CH2:21][CH2:20][CH2:19][CH2:18][CH2:17]2)[CH2:9][N:10]2[CH2:15][CH2:14][NH:13][CH2:12][CH2:11]2)[CH:5]=[CH:6][CH:7]=1.[ClH:23].C(OCC)C. The catalyst is CO. The product is [ClH:1].[ClH:23].[Cl:1][C:2]1[CH:3]=[C:4]([CH:8]([C:16]2([OH:22])[CH2:17][CH2:18][CH2:19][CH2:20][CH2:21]2)[CH2:9][N:10]2[CH2:15][CH2:14][NH:13][CH2:12][CH2:11]2)[CH:5]=[CH:6][CH:7]=1. The yield is 0.600. (3) The reactants are [F:1][C:2]1[CH:29]=[CH:28][C:5]([O:6][C:7]2[CH:27]=[CH:26][CH:25]=[CH:24][C:8]=2[C:9]([NH:11][C:12]2[CH:17]=[CH:16][CH:15]=[CH:14][C:13]=2/[CH:18]=[CH:19]/[C:20](OC)=[O:21])=[O:10])=[C:4]([O:30][CH3:31])[CH:3]=1.[NH2:32][OH:33].[OH-].[Na+]. The catalyst is C1COCC1.CO. The product is [F:1][C:2]1[CH:29]=[CH:28][C:5]([O:6][C:7]2[CH:27]=[CH:26][CH:25]=[CH:24][C:8]=2[C:9]([NH:11][C:12]2[CH:17]=[CH:16][CH:15]=[CH:14][C:13]=2/[CH:18]=[CH:19]/[C:20](=[O:21])[NH:32][OH:33])=[O:10])=[C:4]([O:30][CH3:31])[CH:3]=1. The yield is 0.470. (4) The reactants are [Br:1][C:2]1[CH:10]=[CH:9][C:5]([C:6]([OH:8])=[O:7])=[C:4]([Cl:11])[CH:3]=1.C(OC(O[C:15]([CH3:18])([CH3:17])[CH3:16])=O)(O[C:15]([CH3:18])([CH3:17])[CH3:16])=O.C(N(CC)CC)C. The catalyst is O1CCCC1.CN(C)C1C=CN=CC=1.C(OCC)(=O)C. The product is [Br:1][C:2]1[CH:10]=[CH:9][C:5]([C:6]([O:8][C:15]([CH3:18])([CH3:17])[CH3:16])=[O:7])=[C:4]([Cl:11])[CH:3]=1. The yield is 0.510. (5) The reactants are O1C2(CCC(C3C4C(=CC=CC=4)NC=3)CC2)OCC1.[O:20]1[C:24]2([CH2:29][CH2:28][C:27]([C:30]3[C:38]4[C:33](=[CH:34][CH:35]=[C:36]([O:39][CH3:40])[CH:37]=4)[NH:32][CH:31]=3)=[CH:26][CH2:25]2)[O:23][CH2:22][CH2:21]1. No catalyst specified. The product is [O:23]1[C:24]2([CH2:25][CH2:26][CH:27]([C:30]3[C:38]4[C:33](=[CH:34][CH:35]=[C:36]([O:39][CH3:40])[CH:37]=4)[NH:32][CH:31]=3)[CH2:28][CH2:29]2)[O:20][CH2:21][CH2:22]1. The yield is 0.960.